This data is from NCI-60 drug combinations with 297,098 pairs across 59 cell lines. The task is: Regression. Given two drug SMILES strings and cell line genomic features, predict the synergy score measuring deviation from expected non-interaction effect. Drug 1: C1=NC2=C(N=C(N=C2N1C3C(C(C(O3)CO)O)O)F)N. Drug 2: C1=NC2=C(N1)C(=S)N=CN2. Cell line: HOP-62. Synergy scores: CSS=32.9, Synergy_ZIP=-6.14, Synergy_Bliss=-9.04, Synergy_Loewe=-17.8, Synergy_HSA=-5.08.